Predict which catalyst facilitates the given reaction. From a dataset of Catalyst prediction with 721,799 reactions and 888 catalyst types from USPTO. (1) Reactant: C(OC(=O)[N:10]([CH2:18][CH2:19][O:20]CC1C=CC=CC=1)[C@@H:11]([CH3:17])[C:12]([N:14]([CH3:16])[CH3:15])=[O:13])C1C=CC=CC=1.[H][H]. Product: [OH:20][CH2:19][CH2:18][NH:10][C@@H:11]([CH3:17])[C:12]([N:14]([CH3:16])[CH3:15])=[O:13]. The catalyst class is: 50. (2) Reactant: Cl[C:2]1[CH:7]=[C:6]([Cl:8])[N:5]=[CH:4][N:3]=1.CCN(C(C)C)C(C)C.[CH3:18][O:19][C:20]1[C:25]([NH2:26])=[CH:24][CH:23]=[CH:22][N:21]=1. Product: [Cl:8][C:6]1[N:5]=[CH:4][N:3]=[C:2]([NH:26][C:25]2[C:20]([O:19][CH3:18])=[N:21][CH:22]=[CH:23][CH:24]=2)[CH:7]=1. The catalyst class is: 51.